This data is from Full USPTO retrosynthesis dataset with 1.9M reactions from patents (1976-2016). The task is: Predict the reactants needed to synthesize the given product. The reactants are: [H-].[Al+3].[Li+].[H-].[H-].[H-].[F:7][C:8]([F:19])([F:18])[C@H:9]1[CH2:14][CH2:13][C@H:12]([C:15](O)=[O:16])[CH2:11][CH2:10]1.C(OCC)(=O)C. Given the product [F:7][C:8]([F:18])([F:19])[C@H:9]1[CH2:10][CH2:11][C@H:12]([CH2:15][OH:16])[CH2:13][CH2:14]1, predict the reactants needed to synthesize it.